From a dataset of Peptide-MHC class I binding affinity with 185,985 pairs from IEDB/IMGT. Regression. Given a peptide amino acid sequence and an MHC pseudo amino acid sequence, predict their binding affinity value. This is MHC class I binding data. The peptide sequence is ATPHSVWVF. The MHC is HLA-A02:19 with pseudo-sequence HLA-A02:19. The binding affinity (normalized) is 0.0847.